Dataset: NCI-60 drug combinations with 297,098 pairs across 59 cell lines. Task: Regression. Given two drug SMILES strings and cell line genomic features, predict the synergy score measuring deviation from expected non-interaction effect. (1) Drug 1: C1=C(C(=O)NC(=O)N1)N(CCCl)CCCl. Drug 2: CCCCC(=O)OCC(=O)C1(CC(C2=C(C1)C(=C3C(=C2O)C(=O)C4=C(C3=O)C=CC=C4OC)O)OC5CC(C(C(O5)C)O)NC(=O)C(F)(F)F)O. Cell line: EKVX. Synergy scores: CSS=6.35, Synergy_ZIP=-4.02, Synergy_Bliss=-2.54, Synergy_Loewe=-0.618, Synergy_HSA=-1.92. (2) Drug 1: C1CC(C1)(C(=O)O)C(=O)O.[NH2-].[NH2-].[Pt+2]. Drug 2: C1CN(P(=O)(OC1)NCCCl)CCCl. Cell line: HCT116. Synergy scores: CSS=1.83, Synergy_ZIP=-1.04, Synergy_Bliss=3.13, Synergy_Loewe=-3.92, Synergy_HSA=-0.196.